From a dataset of Reaction yield outcomes from USPTO patents with 853,638 reactions. Predict the reaction yield, written as a fraction of the theoretical maximum amount of product (1.0 means a 100% yield; for example, 0.34 means a 34% yield). (1) The reactants are C(Cl)(C(Cl)=O)=O.CS(C)=O.[C:11]1([C:17]([C:32]2[CH:37]=[CH:36][CH:35]=[CH:34][CH:33]=2)([C:26]2[CH:31]=[CH:30][CH:29]=[CH:28][CH:27]=2)[N:18]2[CH2:23][CH2:22][CH2:21][CH2:20][C@H:19]2[CH2:24][OH:25])[CH:16]=[CH:15][CH:14]=[CH:13][CH:12]=1.CCN(CC)CC. The catalyst is C(Cl)Cl. The product is [C:11]1([C:17]([C:32]2[CH:37]=[CH:36][CH:35]=[CH:34][CH:33]=2)([C:26]2[CH:27]=[CH:28][CH:29]=[CH:30][CH:31]=2)[N:18]2[CH2:23][CH2:22][CH2:21][CH2:20][C@H:19]2[CH:24]=[O:25])[CH:12]=[CH:13][CH:14]=[CH:15][CH:16]=1. The yield is 0.910. (2) The reactants are [C:1]1([CH3:15])[CH:6]=[CH:5][CH:4]=[CH:3][C:2]=1[C:7]1[C:11](C(O)=O)=[CH:10][O:9][N:8]=1.C1C=CC(OP([O:28][C:29]2C=CC=CC=2)(N=[N+]=[N-])=O)=CC=1.C([N:37](CC)CC)C.[C:42]([OH:46])([CH3:45])([CH3:44])[CH3:43]. No catalyst specified. The product is [C:42]([O:46][C:29](=[O:28])[NH:37][C:11]1[C:7]([C:2]2[CH:3]=[CH:4][CH:5]=[CH:6][C:1]=2[CH3:15])=[N:8][O:9][CH:10]=1)([CH3:45])([CH3:44])[CH3:43]. The yield is 0.750. (3) The reactants are [CH3:1][N:2]1[C:6]([NH:7][C:8](=[O:16])OC2C=CC=CC=2)=[CH:5][C:4]([C:17]([F:20])([F:19])[F:18])=[N:3]1.[CH3:21][O:22][C:23]1[CH:24]=[C:25]2[C:30](=[CH:31][C:32]=1[O:33][CH2:34][CH2:35][O:36][CH3:37])[N:29]=[CH:28][N:27]=[C:26]2[O:38][C:39]1[CH:40]=[C:41]([CH:43]=[CH:44][CH:45]=1)[NH2:42].C(N(CC)C(C)C)(C)C. The catalyst is C1COCC1. The product is [CH3:21][O:22][C:23]1[CH:24]=[C:25]2[C:30](=[CH:31][C:32]=1[O:33][CH2:34][CH2:35][O:36][CH3:37])[N:29]=[CH:28][N:27]=[C:26]2[O:38][C:39]1[CH:40]=[C:41]([NH:42][C:8]([NH:7][C:6]2[N:2]([CH3:1])[N:3]=[C:4]([C:17]([F:18])([F:19])[F:20])[CH:5]=2)=[O:16])[CH:43]=[CH:44][CH:45]=1. The yield is 0.150.